This data is from Tox21: 12 toxicity assays (nuclear receptors and stress response pathways). The task is: Binary classification across 12 toxicity assays. (1) The molecule is CCCCCCC(C)OC(=O)COc1nc(F)c(Cl)c(N)c1Cl. It tested positive (active) for: NR-Aromatase (Aromatase enzyme inhibition), and SR-MMP (Mitochondrial Membrane Potential disruption). (2) The compound is CC(C)(COP(=O)([O-])OP(=O)([O-])OC[C@H]1O[C@@H](n2cnc3c(N)ncnc32)[C@H](O)[C@@H]1OP(=O)([O-])O)C(O)C(=O)NCCC(=O)NCCS. It tested positive (active) for: NR-ER (Estrogen Receptor agonist activity). (3) The compound is c1ccc([Bi](c2ccccc2)c2ccccc2)cc1. It tested positive (active) for: NR-ER (Estrogen Receptor agonist activity). (4) The molecule is CCC(C)(CC)c1cc(NC(=O)c2c(OC)cccc2OC)on1. It tested positive (active) for: NR-AhR (Aryl hydrocarbon Receptor agonist activity), SR-ARE (Antioxidant Response Element (oxidative stress)), and SR-MMP (Mitochondrial Membrane Potential disruption). (5) The drug is O=C(Nc1ncc([N+](=O)[O-])s1)c1cccs1. It tested positive (active) for: NR-AhR (Aryl hydrocarbon Receptor agonist activity), SR-ARE (Antioxidant Response Element (oxidative stress)), and SR-MMP (Mitochondrial Membrane Potential disruption). (6) The drug is CCc1cc(C2=C(C(=O)[O-])N(c3ccccc3C(F)(F)F)S(=O)(=O)c3ccccc32)cc2c1OCO2. It tested positive (active) for: SR-MMP (Mitochondrial Membrane Potential disruption). (7) The molecule is Brc1cc(-c2ccc(Br)c(Br)c2Br)cc(Br)c1Br. It tested positive (active) for: NR-AhR (Aryl hydrocarbon Receptor agonist activity).